From a dataset of Reaction yield outcomes from USPTO patents with 853,638 reactions. Predict the reaction yield, written as a fraction of the theoretical maximum amount of product (1.0 means a 100% yield; for example, 0.34 means a 34% yield). (1) The reactants are [H-].[Na+].[F:3][C:4]1[CH:9]=[CH:8][C:7]([OH:10])=[CH:6][CH:5]=1.[Br:11][C:12]1[CH:13]=[N:14][CH:15]=[C:16](Br)[CH:17]=1. The catalyst is CN(C)C=O.O. The product is [Br:11][C:12]1[CH:13]=[N:14][CH:15]=[C:16]([O:10][C:7]2[CH:8]=[CH:9][C:4]([F:3])=[CH:5][CH:6]=2)[CH:17]=1. The yield is 0.130. (2) The yield is 0.430. The reactants are [CH2:1]([NH:3][C:4]([N:6]=[C:7](OC)[C:8]1[CH:13]=[CH:12][CH:11]=[CH:10][CH:9]=1)=[O:5])[CH3:2].Cl.Cl.[NH2:18][CH:19]([CH2:32][CH:33]1[CH2:38][CH2:37][CH2:36][CH2:35][CH2:34]1)[C:20]([NH:22][C:23]1([C:30]#[N:31])[CH2:28][CH2:27][N:26]([CH3:29])[CH2:25][CH2:24]1)=[O:21].C(N(CC)C(C)C)(C)C. The catalyst is CO. The product is [C:30]([C:23]1([NH:22][C:20](=[O:21])[CH:19]([NH:18][C:7](=[N:6][C:4](=[O:5])[NH:3][CH2:1][CH3:2])[C:8]2[CH:9]=[CH:10][CH:11]=[CH:12][CH:13]=2)[CH2:32][CH:33]2[CH2:34][CH2:35][CH2:36][CH2:37][CH2:38]2)[CH2:24][CH2:25][N:26]([CH3:29])[CH2:27][CH2:28]1)#[N:31]. (3) The reactants are Br[C:2]1[CH:14]=[C:13]([CH:15]=[CH2:16])[CH:12]=[CH:11][C:3]=1[C:4]([O:6][C:7]([CH3:10])([CH3:9])[CH3:8])=[O:5].[Cu][C:18]#[N:19]. The catalyst is CN(C=O)C.O. The product is [C:18]([C:2]1[CH:14]=[C:13]([CH:15]=[CH2:16])[CH:12]=[CH:11][C:3]=1[C:4]([O:6][C:7]([CH3:10])([CH3:9])[CH3:8])=[O:5])#[N:19]. The yield is 0.720. (4) The product is [F:10][C:11]1[CH:20]=[CH:19][C:18]2[NH:17][CH:16]([C:21]3[CH:26]=[CH:25][CH:24]=[C:23]([N:27]4[CH2:28][CH2:29][O:30][CH2:31][CH2:32]4)[CH:22]=3)[C:15]([CH3:33])([CH3:34])[CH2:14][C:13]=2[C:12]=1[C:35]([NH:9][S:6]([CH:3]1[CH2:5][CH2:4]1)(=[O:8])=[O:7])=[O:36]. The reactants are [H-].[Na+].[CH:3]1([S:6]([NH2:9])(=[O:8])=[O:7])[CH2:5][CH2:4]1.[F:10][C:11]1[CH:20]=[CH:19][C:18]2[NH:17][CH:16]([C:21]3[CH:26]=[CH:25][CH:24]=[C:23]([N:27]4[CH2:32][CH2:31][O:30][CH2:29][CH2:28]4)[CH:22]=3)[C:15]([CH3:34])([CH3:33])[CH2:14][C:13]=2[C:12]=1[C:35](O)=[O:36].C(N1C=CN=C1)(N1C=CN=C1)=O. The yield is 0.200. The catalyst is CN(C)C=O. (5) The reactants are N(C(OCC)=O)=NC(OCC)=O.[OH:13][CH2:14][CH2:15][CH2:16][N:17]1[CH2:21][CH2:20][CH2:19][C@H:18]1[C:22]([NH2:24])=[O:23].[Br:25][C:26]1[CH:45]=[CH:44][C:29]([NH:30][C:31]2[C:40]3[C:35](=[CH:36][C:37](O)=[C:38]([O:41][CH3:42])[CH:39]=3)[N:34]=[CH:33][N:32]=2)=[C:28]([F:46])[CH:27]=1.C1(P(C2C=CC=CC=2)C2C=CC=CC=2)C=CC=CC=1.C(Cl)[Cl:67]. No catalyst specified. The product is [ClH:67].[Br:25][C:26]1[CH:45]=[CH:44][C:29]([NH:30][C:31]2[C:40]3[C:35](=[CH:36][C:37]([O:13][CH2:14][CH2:15][CH2:16][N:17]4[CH2:21][CH2:20][CH2:19][C@H:18]4[C:22](=[O:23])[NH2:24])=[C:38]([O:41][CH3:42])[CH:39]=3)[N:34]=[CH:33][N:32]=2)=[C:28]([F:46])[CH:27]=1. The yield is 0.470. (6) The reactants are [CH3:1][O:2][C:3](=[O:29])/[CH:4]=[CH:5]/[C:6]1[CH:11]=[CH:10][C:9]([C:12]2[CH:17]=[CH:16][C:15]([OH:18])=[C:14]([C:19]34[CH2:28][CH:23]5[CH2:24][CH:25]([CH2:27][CH:21]([CH2:22]5)[CH2:20]3)[CH2:26]4)[CH:13]=2)=[CH:8][CH:7]=1.[H-].[Na+].[CH2:32](Cl)[O:33][CH2:34][CH2:35][O:36][CH3:37].O. The catalyst is CN(C=O)C. The product is [CH3:1][O:2][C:3](=[O:29])/[CH:4]=[CH:5]/[C:6]1[CH:7]=[CH:8][C:9]([C:12]2[CH:17]=[CH:16][C:15]([O:18][CH2:32][O:33][CH2:34][CH2:35][O:36][CH3:37])=[C:14]([C:19]34[CH2:28][CH:23]5[CH2:24][CH:25]([CH2:27][CH:21]([CH2:22]5)[CH2:20]3)[CH2:26]4)[CH:13]=2)=[CH:10][CH:11]=1. The yield is 0.840.